This data is from Forward reaction prediction with 1.9M reactions from USPTO patents (1976-2016). The task is: Predict the product of the given reaction. (1) Given the reactants [F:1][C:2]1[CH:7]=[CH:6][CH:5]=[CH:4][C:3]=1[CH2:8][O:9][C:10]1[CH:15]=[CH:14][C:13]([C@@H:16]2[NH:20][C@H:19]([C:21]([O:23][CH3:24])=[O:22])[CH2:18][CH2:17]2)=[CH:12][CH:11]=1.[C:25]([O:29][C:30](O[C:30]([O:29][C:25]([CH3:28])([CH3:27])[CH3:26])=[O:31])=[O:31])([CH3:28])([CH3:27])[CH3:26].C(O)(=O)C(CC(O)=O)O, predict the reaction product. The product is: [F:1][C:2]1[CH:7]=[CH:6][CH:5]=[CH:4][C:3]=1[CH2:8][O:9][C:10]1[CH:15]=[CH:14][C:13]([C@@H:16]2[N:20]([C:30]([O:29][C:25]([CH3:28])([CH3:27])[CH3:26])=[O:31])[C@H:19]([C:21]([O:23][CH3:24])=[O:22])[CH2:18][CH2:17]2)=[CH:12][CH:11]=1. (2) Given the reactants [CH:1]1([C:7]([OH:9])=[O:8])[CH2:6][CH2:5][CH:4]=[CH:3][CH2:2]1.[H][H], predict the reaction product. The product is: [CH:1]1([C:7]([OH:9])=[O:8])[CH2:6][CH2:5][CH2:4][CH2:3][CH2:2]1. (3) Given the reactants C(OC([N:11]1[CH2:18][CH2:17][N:16]([CH:19]2[CH2:22][O:21][CH2:20]2)[CH2:15][C:12]21[CH2:14][CH2:13]2)=O)C1C=CC=CC=1, predict the reaction product. The product is: [O:21]1[CH2:22][CH:19]([N:16]2[CH2:15][C:12]3([CH2:13][CH2:14]3)[NH:11][CH2:18][CH2:17]2)[CH2:20]1.